Dataset: Forward reaction prediction with 1.9M reactions from USPTO patents (1976-2016). Task: Predict the product of the given reaction. Given the reactants [F:1][C:2]1[CH:16]=[CH:15][C:5]([CH2:6][N:7]2[CH2:12][C@H:11]([CH3:13])[NH:10][CH2:9][C@H:8]2[CH3:14])=[CH:4][CH:3]=1.[CH3:17][C:18]1[CH:27]=[C:26]2[C:21]([CH2:22][CH2:23][C:24](=[O:28])[O:25]2)=[CH:20][CH:19]=1, predict the reaction product. The product is: [F:1][C:2]1[CH:16]=[CH:15][C:5]([CH2:6][N:7]2[C@@H:8]([CH3:14])[CH2:9][N:10]([C:24](=[O:28])[CH2:23][CH2:22][C:21]3[CH:20]=[CH:19][C:18]([CH3:17])=[CH:27][C:26]=3[OH:25])[C@H:11]([CH3:13])[CH2:12]2)=[CH:4][CH:3]=1.